Dataset: NCI-60 drug combinations with 297,098 pairs across 59 cell lines. Task: Regression. Given two drug SMILES strings and cell line genomic features, predict the synergy score measuring deviation from expected non-interaction effect. (1) Drug 1: CC12CCC3C(C1CCC2=O)CC(=C)C4=CC(=O)C=CC34C. Drug 2: C1C(C(OC1N2C=NC3=C(N=C(N=C32)Cl)N)CO)O. Cell line: HT29. Synergy scores: CSS=30.4, Synergy_ZIP=-1.38, Synergy_Bliss=2.63, Synergy_Loewe=-3.15, Synergy_HSA=3.00. (2) Drug 1: C1CN1C2=NC(=NC(=N2)N3CC3)N4CC4. Drug 2: COCCOC1=C(C=C2C(=C1)C(=NC=N2)NC3=CC=CC(=C3)C#C)OCCOC.Cl. Cell line: T-47D. Synergy scores: CSS=20.9, Synergy_ZIP=-7.45, Synergy_Bliss=-3.73, Synergy_Loewe=-4.79, Synergy_HSA=0.226. (3) Drug 1: CCC(=C(C1=CC=CC=C1)C2=CC=C(C=C2)OCCN(C)C)C3=CC=CC=C3.C(C(=O)O)C(CC(=O)O)(C(=O)O)O. Drug 2: COC1=C2C(=CC3=C1OC=C3)C=CC(=O)O2. Cell line: NCI-H322M. Synergy scores: CSS=-1.57, Synergy_ZIP=6.48, Synergy_Bliss=0.0456, Synergy_Loewe=-0.917, Synergy_HSA=-1.92.